This data is from Catalyst prediction with 721,799 reactions and 888 catalyst types from USPTO. The task is: Predict which catalyst facilitates the given reaction. (1) Reactant: Cl.[CH3:2][C:3]1[CH:8]=[CH:7][NH:6][C:5](=[O:9])[N:4]=1.[N:10]([O-])=[O:11].[Na+]. Product: [O:9]=[C:5]1[N:4]=[C:3]([CH:2]=[N:10][OH:11])[CH:8]=[CH:7][NH:6]1. The catalyst class is: 15. (2) Reactant: [CH2:1]([C:3]1[CH:8]=[C:7]([C:9]([F:18])([C:14]([F:17])([F:16])[F:15])[C:10]([F:13])([F:12])[F:11])[CH:6]=[C:5]([CH3:19])[C:4]=1[NH:20][C:21]([C:23]1[CH:24]=[C:25]2[C:29](=[CH:30][CH:31]=1)[CH:28]([NH:32]C(=O)OC(C)(C)C)[CH2:27][CH2:26]2)=[O:22])[CH3:2].FC(F)(F)C(O)=O. Product: [NH2:32][CH:28]1[C:29]2[C:25](=[CH:24][C:23]([C:21]([NH:20][C:4]3[C:5]([CH3:19])=[CH:6][C:7]([C:9]([F:18])([C:10]([F:11])([F:12])[F:13])[C:14]([F:15])([F:16])[F:17])=[CH:8][C:3]=3[CH2:1][CH3:2])=[O:22])=[CH:31][CH:30]=2)[CH2:26][CH2:27]1. The catalyst class is: 2. (3) Reactant: [CH2:1]([N:3]([CH2:23][CH3:24])[C:4](=[O:22])[C:5]1[CH:10]=[CH:9][C:8](/[CH:11]=[CH:12]/B2OC(C)(C)C(C)(C)O2)=[CH:7][CH:6]=1)[CH3:2].[C:25]([O:29][C:30]([N:32]1[CH2:37][CH2:36][N:35]([C:38]2[NH:39][C:40]([C:45]3[CH:50]=[CH:49][N:48]=[C:47](Cl)[CH:46]=3)=[CH:41][C:42]=2[C:43]#[N:44])[CH2:34][CH2:33]1)=[O:31])([CH3:28])([CH3:27])[CH3:26]. Product: [C:25]([O:29][C:30]([N:32]1[CH2:33][CH2:34][N:35]([C:38]2[NH:39][C:40]([C:45]3[CH:50]=[CH:49][N:48]=[C:47](/[CH:12]=[CH:11]/[C:8]4[CH:7]=[CH:6][C:5]([C:4](=[O:22])[N:3]([CH2:1][CH3:2])[CH2:23][CH3:24])=[CH:10][CH:9]=4)[CH:46]=3)=[CH:41][C:42]=2[C:43]#[N:44])[CH2:36][CH2:37]1)=[O:31])([CH3:28])([CH3:26])[CH3:27]. The catalyst class is: 259. (4) Reactant: [N:1]1([CH2:6][C:7]2[CH:12]=[CH:11][C:10]([CH:13]3[CH2:16][CH:15]([CH2:17][OH:18])[CH2:14]3)=[CH:9][CH:8]=2)[CH2:5][CH2:4][CH2:3][CH2:2]1.Br[CH2:20][C:21]1[CH:22]=[C:23]([CH:26]=[CH:27][CH:28]=1)[C:24]#[N:25]. Product: [N:1]1([CH2:6][C:7]2[CH:12]=[CH:11][C:10]([CH:13]3[CH2:14][CH:15]([CH2:17][O:18][CH2:20][C:21]4[CH:22]=[C:23]([CH:26]=[CH:27][CH:28]=4)[C:24]#[N:25])[CH2:16]3)=[CH:9][CH:8]=2)[CH2:5][CH2:4][CH2:3][CH2:2]1. The catalyst class is: 7. (5) Reactant: [C:1]1([NH:7][C:8]2[CH:20]=[CH:19][C:11]3[O:12][C:13]4[CH:18]=[CH:17][CH:16]=[CH:15][C:14]=4[C:10]=3[CH:9]=2)[CH:6]=[CH:5][CH:4]=[CH:3][CH:2]=1.[Br:21][C:22]1[CH:27]=[CH:26][C:25](I)=[CH:24][CH:23]=1.C1(P(C2C=CC=CC=2)C2C=CC=CC=2)C=CC=CC=1.CC(C)([O-])C.[Na+]. Product: [Br:21][C:22]1[CH:27]=[CH:26][C:25]([N:7]([C:1]2[CH:6]=[CH:5][CH:4]=[CH:3][CH:2]=2)[C:8]2[CH:20]=[CH:19][C:11]3[O:12][C:13]4[CH:18]=[CH:17][CH:16]=[CH:15][C:14]=4[C:10]=3[CH:9]=2)=[CH:24][CH:23]=1. The catalyst class is: 222.